Dataset: Full USPTO retrosynthesis dataset with 1.9M reactions from patents (1976-2016). Task: Predict the reactants needed to synthesize the given product. (1) Given the product [CH2:1]([O:8][C:9]([N:11]1[CH2:16][CH2:15][CH:14]([NH:17][S:18]([C:21]2[CH:26]=[CH:25][C:24]([NH2:27])=[CH:23][CH:22]=2)(=[O:20])=[O:19])[CH2:13][CH2:12]1)=[O:10])[C:2]1[CH:7]=[CH:6][CH:5]=[CH:4][CH:3]=1, predict the reactants needed to synthesize it. The reactants are: [CH2:1]([O:8][C:9]([N:11]1[CH2:16][CH2:15][CH:14]([NH:17][S:18]([C:21]2[CH:26]=[CH:25][C:24]([N+:27]([O-])=O)=[CH:23][CH:22]=2)(=[O:20])=[O:19])[CH2:13][CH2:12]1)=[O:10])[C:2]1[CH:7]=[CH:6][CH:5]=[CH:4][CH:3]=1.C(O)C.[Cl-].[NH4+]. (2) Given the product [CH3:1][C:2]1[C:3](=[O:10])[N:4]([CH2:21][C:20]2[CH:23]=[CH:24][CH:25]=[CH:26][C:19]=2[C:17]#[N:18])[C:5]([S:8][CH3:9])=[N:6][N:7]=1, predict the reactants needed to synthesize it. The reactants are: [CH3:1][C:2]1[C:3](=[O:10])[NH:4][C:5]([S:8][CH3:9])=[N:6][N:7]=1.C([O-])([O-])=O.[K+].[K+].[C:17]([C:19]1[CH:26]=[CH:25][CH:24]=[CH:23][C:20]=1[CH2:21]Br)#[N:18]. (3) Given the product [Br:1][CH2:2][CH2:3][C:4]1[C:13]2[C:8](=[CH:9][CH:10]=[CH:11][CH:12]=2)[C:7]([S:14]([OH:17])(=[O:16])=[O:15])=[CH:6][CH:5]=1, predict the reactants needed to synthesize it. The reactants are: [Br:1][CH2:2][CH2:3][C:4]1[C:13]2[C:8](=[CH:9][CH:10]=[CH:11][CH:12]=2)[CH:7]=[CH:6][CH:5]=1.[S:14](=O)(=[O:17])([OH:16])[OH:15]. (4) Given the product [CH3:1][S:2][C:3]1[NH:12][C:11](=[O:18])[C:10]2[CH2:9][CH2:8][CH2:7][CH2:6][C:5]=2[N:4]=1, predict the reactants needed to synthesize it. The reactants are: [CH3:1][S:2][C:3]1[N:12]=[C:11](N)[C:10]2[CH2:9][CH2:8][CH2:7][CH2:6][C:5]=2[N:4]=1.CC(C)CC[O:18]N=O.FC(F)(F)C(O)=O. (5) Given the product [F:62][C:63]1[C:68]([F:69])=[CH:67][CH:66]=[CH:65][C:64]=1[C:57]1[CH:58]=[C:59]2[C:54](=[CH:55][CH:56]=1)[NH:53][N:52]=[C:51]2[C:49]([NH:48][CH2:47][CH:44]1[CH2:43][CH2:42][N:41]([CH2:40][C:39]([OH:38])=[O:61])[CH2:46][CH2:45]1)=[O:50], predict the reactants needed to synthesize it. The reactants are: O.C(O)=O.COC1C=C2C(C(C(NCC3CCN(CC(O)=O)CC3)=O)=NN2)=CC=1C1C=NC=CC=1.C([O:38][C:39](=[O:61])[CH2:40][N:41]1[CH2:46][CH2:45][CH:44]([CH2:47][NH:48][C:49]([C:51]2[C:59]3[C:54](=[CH:55][CH:56]=[C:57](Br)[CH:58]=3)[NH:53][N:52]=2)=[O:50])[CH2:43][CH2:42]1)C.[F:62][C:63]1[C:68]([F:69])=[CH:67][CH:66]=[CH:65][C:64]=1B(O)O. (6) The reactants are: [NH2:1][CH:2]1[CH2:6][CH2:5][CH:4]([OH:7])[CH2:3]1.[CH3:8][C:9]([O:12][C:13](O[C:13]([O:12][C:9]([CH3:11])([CH3:10])[CH3:8])=[O:14])=[O:14])([CH3:11])[CH3:10]. Given the product [OH:7][CH:4]1[CH2:5][CH2:6][CH:2]([NH:1][C:13](=[O:14])[O:12][C:9]([CH3:11])([CH3:10])[CH3:8])[CH2:3]1, predict the reactants needed to synthesize it. (7) Given the product [CH:11]1([C:15]#[C:16][C:2]2[CH:3]=[CH:4][C:5]3[S:9][CH:8]=[N:7][C:6]=3[CH:10]=2)[CH2:14][CH2:13][CH2:12]1, predict the reactants needed to synthesize it. The reactants are: Br[C:2]1[CH:3]=[CH:4][C:5]2[S:9][CH:8]=[N:7][C:6]=2[CH:10]=1.[CH:11]1([C:15]#[C:16][Si](C)(C)C)[CH2:14][CH2:13][CH2:12]1.C(=O)([O-])[O-].[Cs+].[Cs+].CC(N(C)C)=O. (8) Given the product [CH3:1][O:2][C:3]1[CH:12]=[C:7]([C:8]([O:10][CH3:11])=[O:9])[C:6]([NH2:13])=[CH:5][C:4]=1[O:16][CH2:17][CH2:18][CH2:19][Cl:20], predict the reactants needed to synthesize it. The reactants are: [CH3:1][O:2][C:3]1[C:4]([O:16][CH2:17][CH2:18][CH2:19][Cl:20])=[CH:5][C:6]([N+:13]([O-])=O)=[C:7]([CH:12]=1)[C:8]([O:10][CH3:11])=[O:9]. (9) Given the product [OH:1][CH2:2][CH2:3][C:4]1[C:13]([I:21])=[CH:12][C:7]2[C:8](=[O:11])[O:9][CH2:10][C:6]=2[CH:5]=1, predict the reactants needed to synthesize it. The reactants are: [OH:1][CH2:2][CH2:3][C:4]1[CH:13]=[CH:12][C:7]2[C:8](=[O:11])[O:9][CH2:10][C:6]=2[CH:5]=1.C1C(=O)N([I:21])C(=O)C1.